This data is from Forward reaction prediction with 1.9M reactions from USPTO patents (1976-2016). The task is: Predict the product of the given reaction. (1) The product is: [O:1]1[C@H:5]2[O:6][CH2:7][CH2:8][C@H:4]2[C:3](=[O:9])[CH2:2]1. Given the reactants [O:1]1[C@H:5]2[O:6][CH2:7][CH2:8][C@H:4]2[C@@H:3]([OH:9])[CH2:2]1.O1[C@H]2OCC[C@H]2[C@H](O)C1.O1[C@@H]2OCC[C@@H]2[C@H](O)C1.O1[C@@H]2OCC[C@@H]2[C@@H](O)C1.P([O-])([O-])(O)=O.[K+].[K+].Cl[O-].[Na+].S([O-])([O-])(=O)=S.[Na+].[Na+].P(=O)(O)(O)O, predict the reaction product. (2) Given the reactants C([O:8][C:9]1[CH:42]=[CH:41][C:12]([O:13][C:14]2[CH:15]=[C:16]([NH:34][CH2:35][CH2:36][C:37]([F:40])([F:39])[F:38])[C:17]3[N:21]=[CH:20][N:19]([C:22]4[CH:31]=[CH:30][C:25]([C:26]([NH:28][CH3:29])=[O:27])=[C:24]([CH3:32])[CH:23]=4)[C:18]=3[CH:33]=2)=[CH:11][CH:10]=1)C1C=CC=CC=1, predict the reaction product. The product is: [OH:8][C:9]1[CH:10]=[CH:11][C:12]([O:13][C:14]2[CH:15]=[C:16]([NH:34][CH2:35][CH2:36][C:37]([F:39])([F:40])[F:38])[C:17]3[N:21]=[CH:20][N:19]([C:22]4[CH:31]=[CH:30][C:25]([C:26]([NH:28][CH3:29])=[O:27])=[C:24]([CH3:32])[CH:23]=4)[C:18]=3[CH:33]=2)=[CH:41][CH:42]=1. (3) Given the reactants [CH:1]([CH:3]1[N:12]([C:13]([O:15][C:16]([CH3:19])([CH3:18])[CH3:17])=[O:14])[CH2:11][CH2:10][C:5]2([CH2:9][CH2:8][CH2:7][CH2:6]2)[CH2:4]1)=O.C(O)(=O)C.[NH2:24][C:25]1[CH:30]=[CH:29][CH:28]=[C:27]([CH3:31])[N:26]=1.[BH-](OC(C)=O)(OC(C)=O)OC(C)=O.[Na+], predict the reaction product. The product is: [CH3:31][C:27]1[N:26]=[C:25]([NH:24][CH2:1][CH:3]2[N:12]([C:13]([O:15][C:16]([CH3:19])([CH3:18])[CH3:17])=[O:14])[CH2:11][CH2:10][C:5]3([CH2:9][CH2:8][CH2:7][CH2:6]3)[CH2:4]2)[CH:30]=[CH:29][CH:28]=1. (4) Given the reactants [C:1]([O:5][C:6]([N:8]1[CH2:13][CH2:12][O:11][CH:10]([C:14]2[CH:19]=[CH:18][C:17](Br)=[C:16]([F:21])[CH:15]=2)[CH2:9]1)=[O:7])([CH3:4])([CH3:3])[CH3:2].[F:22][C:23]([F:32])([F:31])[C:24]1[CH:25]=[N:26][C:27]([NH2:30])=[N:28][CH:29]=1, predict the reaction product. The product is: [C:1]([O:5][C:6]([N:8]1[CH2:13][CH2:12][O:11][CH:10]([C:14]2[CH:19]=[CH:18][C:17]([NH:30][C:27]3[N:26]=[CH:25][C:24]([C:23]([F:32])([F:22])[F:31])=[CH:29][N:28]=3)=[C:16]([F:21])[CH:15]=2)[CH2:9]1)=[O:7])([CH3:4])([CH3:3])[CH3:2]. (5) Given the reactants [Cl-].[OH:2][NH3+:3].C(=O)([O-])O.[Na+].[CH3:9][O:10][C:11]1[CH:19]=[C:18]2[C:14]([C:15]([CH2:26][C:27]3[N:32]=[C:31]([C:33]#[N:34])[CH:30]=[CH:29][CH:28]=3)=[C:16]([C:20]3[CH:25]=[CH:24][CH:23]=[CH:22][CH:21]=3)[NH:17]2)=[CH:13][CH:12]=1, predict the reaction product. The product is: [CH3:9][O:10][C:11]1[CH:19]=[C:18]2[C:14]([C:15]([CH2:26][C:27]3[N:32]=[C:31]([C:33](=[N:3][OH:2])[NH2:34])[CH:30]=[CH:29][CH:28]=3)=[C:16]([C:20]3[CH:25]=[CH:24][CH:23]=[CH:22][CH:21]=3)[NH:17]2)=[CH:13][CH:12]=1.